The task is: Predict the reactants needed to synthesize the given product.. This data is from Full USPTO retrosynthesis dataset with 1.9M reactions from patents (1976-2016). Given the product [Cl:11][C:5]1[CH:4]=[C:3]([CH2:1][CH3:2])[C:8]([I:9])=[CH:7][N:6]=1, predict the reactants needed to synthesize it. The reactants are: [CH2:1]([C:3]1[C:8]([I:9])=[CH:7][N:6]=[C:5](N)[CH:4]=1)[CH3:2].[ClH:11].N([O-])=O.[Na+].[OH-].[Na+].